From a dataset of Forward reaction prediction with 1.9M reactions from USPTO patents (1976-2016). Predict the product of the given reaction. (1) Given the reactants P(Br)(Br)[Br:2].O[CH2:6][C:7]1[S:8][C:9]2[C:15]([C:16]3[CH:21]=[C:20]([C:22]([O:24][CH3:25])=[O:23])[CH:19]=[CH:18][N:17]=3)=[CH:14][CH:13]=[CH:12][C:10]=2[CH:11]=1.[OH-].[Na+], predict the reaction product. The product is: [Br:2][CH2:6][C:7]1[S:8][C:9]2[C:15]([C:16]3[CH:21]=[C:20]([C:22]([O:24][CH3:25])=[O:23])[CH:19]=[CH:18][N:17]=3)=[CH:14][CH:13]=[CH:12][C:10]=2[CH:11]=1. (2) Given the reactants [Cl:1][C:2]1[CH:3]=[CH:4][C:5]2[N:6]([CH:8]=[C:9]([NH:11][C:12](=[O:24])[C:13]3[CH:18]=[CH:17][C:16]([C:19]([C:22]#[N:23])([CH3:21])[CH3:20])=[CH:15][CH:14]=3)[N:10]=2)[CH:7]=1.CO, predict the reaction product. The product is: [NH2:23][CH2:22][C:19]([C:16]1[CH:15]=[CH:14][C:13]([C:12]([NH:11][C:9]2[N:10]=[C:5]3[CH:4]=[CH:3][C:2]([Cl:1])=[CH:7][N:6]3[CH:8]=2)=[O:24])=[CH:18][CH:17]=1)([CH3:20])[CH3:21].